From a dataset of CYP1A2 inhibition data for predicting drug metabolism from PubChem BioAssay. Regression/Classification. Given a drug SMILES string, predict its absorption, distribution, metabolism, or excretion properties. Task type varies by dataset: regression for continuous measurements (e.g., permeability, clearance, half-life) or binary classification for categorical outcomes (e.g., BBB penetration, CYP inhibition). Dataset: cyp1a2_veith. The drug is CSc1nc(C)c2c(n1)N(c1ccc(C(F)(F)F)cc1)CC2. The result is 1 (inhibitor).